This data is from Full USPTO retrosynthesis dataset with 1.9M reactions from patents (1976-2016). The task is: Predict the reactants needed to synthesize the given product. (1) Given the product [Br:10][C:7]1[CH:8]=[CH:9][C:4]([C:2]2[N:13]([CH3:14])[N:12]=[CH:11][CH:1]=2)=[CH:5][CH:6]=1, predict the reactants needed to synthesize it. The reactants are: [CH3:1][C:2]([C:4]1[CH:9]=[CH:8][C:7]([Br:10])=[CH:6][CH:5]=1)=O.[CH3:11][NH:12][NH2:13].[CH3:14]N(C=O)C. (2) Given the product [CH3:17][C@H:3]1[C:2](=[O:1])[CH2:6][CH2:5][N:4]1[C:7]([O:9][CH2:10][C:11]1[CH:16]=[CH:15][CH:14]=[CH:13][CH:12]=1)=[O:8], predict the reactants needed to synthesize it. The reactants are: [OH:1][C@H:2]1[CH2:6][CH2:5][N:4]([C:7]([O:9][CH2:10][C:11]2[CH:16]=[CH:15][CH:14]=[CH:13][CH:12]=2)=[O:8])[C@H:3]1[CH3:17].C[N+]1([O-])CCOCC1. (3) Given the product [CH2:1]([O:8][C:9]1[CH:16]=[CH:15][C:12]([OH:21])=[C:11]([O:17][CH:18]([CH3:20])[CH3:19])[CH:10]=1)[C:2]1[CH:7]=[CH:6][CH:5]=[CH:4][CH:3]=1, predict the reactants needed to synthesize it. The reactants are: [CH2:1]([O:8][C:9]1[CH:16]=[CH:15][C:12](C=O)=[C:11]([O:17][CH:18]([CH3:20])[CH3:19])[CH:10]=1)[C:2]1[CH:7]=[CH:6][CH:5]=[CH:4][CH:3]=1.[OH:21]O.